This data is from Forward reaction prediction with 1.9M reactions from USPTO patents (1976-2016). The task is: Predict the product of the given reaction. Given the reactants [S:1]1[CH:5]=[CH:4][CH:3]=[C:2]1[C:6]1[CH:11]=[CH:10][C:9]([OH:12])=[CH:8][CH:7]=1.[C:13](OC(=O)C)(=[O:15])[CH3:14].N1C=CC=CC=1, predict the reaction product. The product is: [C:13]([O:12][C:9]1[CH:10]=[CH:11][C:6]([C:2]2[S:1][CH:5]=[CH:4][CH:3]=2)=[CH:7][CH:8]=1)(=[O:15])[CH3:14].